This data is from NCI-60 drug combinations with 297,098 pairs across 59 cell lines. The task is: Regression. Given two drug SMILES strings and cell line genomic features, predict the synergy score measuring deviation from expected non-interaction effect. (1) Drug 1: C1=CN(C(=O)N=C1N)C2C(C(C(O2)CO)O)O.Cl. Drug 2: CC1=C(C=C(C=C1)C(=O)NC2=CC(=CC(=C2)C(F)(F)F)N3C=C(N=C3)C)NC4=NC=CC(=N4)C5=CN=CC=C5. Cell line: OVCAR-4. Synergy scores: CSS=-0.516, Synergy_ZIP=0.0617, Synergy_Bliss=2.70, Synergy_Loewe=-1.26, Synergy_HSA=-1.03. (2) Synergy scores: CSS=48.9, Synergy_ZIP=-1.19, Synergy_Bliss=-8.56, Synergy_Loewe=-19.8, Synergy_HSA=-9.45. Drug 1: CCCCC(=O)OCC(=O)C1(CC(C2=C(C1)C(=C3C(=C2O)C(=O)C4=C(C3=O)C=CC=C4OC)O)OC5CC(C(C(O5)C)O)NC(=O)C(F)(F)F)O. Cell line: HOP-62. Drug 2: CC(C)NC(=O)C1=CC=C(C=C1)CNNC.Cl. (3) Drug 1: CC12CCC(CC1=CCC3C2CCC4(C3CC=C4C5=CN=CC=C5)C)O. Drug 2: C1CN(CCN1C(=O)CCBr)C(=O)CCBr. Cell line: SK-MEL-5. Synergy scores: CSS=2.44, Synergy_ZIP=-1.36, Synergy_Bliss=-0.944, Synergy_Loewe=-6.33, Synergy_HSA=-3.98. (4) Drug 1: CS(=O)(=O)C1=CC(=C(C=C1)C(=O)NC2=CC(=C(C=C2)Cl)C3=CC=CC=N3)Cl. Drug 2: CN(CC1=CN=C2C(=N1)C(=NC(=N2)N)N)C3=CC=C(C=C3)C(=O)NC(CCC(=O)O)C(=O)O. Cell line: SK-OV-3. Synergy scores: CSS=28.0, Synergy_ZIP=-6.31, Synergy_Bliss=-0.733, Synergy_Loewe=-29.4, Synergy_HSA=-1.11. (5) Drug 1: CN1CCC(CC1)COC2=C(C=C3C(=C2)N=CN=C3NC4=C(C=C(C=C4)Br)F)OC. Drug 2: CC(CN1CC(=O)NC(=O)C1)N2CC(=O)NC(=O)C2. Cell line: ACHN. Synergy scores: CSS=38.9, Synergy_ZIP=-13.2, Synergy_Bliss=-5.14, Synergy_Loewe=-2.46, Synergy_HSA=-0.324. (6) Drug 1: CC(CN1CC(=O)NC(=O)C1)N2CC(=O)NC(=O)C2. Drug 2: B(C(CC(C)C)NC(=O)C(CC1=CC=CC=C1)NC(=O)C2=NC=CN=C2)(O)O. Cell line: SK-MEL-2. Synergy scores: CSS=24.3, Synergy_ZIP=-7.58, Synergy_Bliss=-2.12, Synergy_Loewe=-0.395, Synergy_HSA=-0.560.